From a dataset of Forward reaction prediction with 1.9M reactions from USPTO patents (1976-2016). Predict the product of the given reaction. (1) Given the reactants [Cl:1][C:2]1[N:10]=[C:9]2[C:5]([N:6]=[CH:7][N:8]2[C@@H:11]2[CH2:15][C@H:14]([NH:16][C:17]([CH2:19][O:20]C(=O)C)=[O:18])[C@@H:13]([OH:24])[C@H:12]2[OH:25])=[C:4]([NH:26][CH2:27][CH:28]([C:35]2[CH:40]=[CH:39][CH:38]=[CH:37][CH:36]=2)[C:29]2[CH:34]=[CH:33][CH:32]=[CH:31][CH:30]=2)[N:3]=1.C(=O)([O-])[O-].[K+].[K+], predict the reaction product. The product is: [Cl:1][C:2]1[N:10]=[C:9]2[C:5]([N:6]=[CH:7][N:8]2[C@@H:11]2[CH2:15][C@H:14]([NH:16][C:17](=[O:18])[CH2:19][OH:20])[C@@H:13]([OH:24])[C@H:12]2[OH:25])=[C:4]([NH:26][CH2:27][CH:28]([C:35]2[CH:36]=[CH:37][CH:38]=[CH:39][CH:40]=2)[C:29]2[CH:30]=[CH:31][CH:32]=[CH:33][CH:34]=2)[N:3]=1. (2) Given the reactants [OH-].[Na+].C([O:5][C:6]([C:8]1([C:31]([O:33]CC)=[O:32])[CH2:13][CH2:12][N:11]([CH2:14][C:15]2[CH:20]=[CH:19][C:18]([CH2:21][CH2:22][CH2:23][CH2:24][CH2:25][CH2:26][CH2:27][CH2:28][CH2:29][CH3:30])=[CH:17][CH:16]=2)[CH2:10][CH2:9]1)=[O:7])C, predict the reaction product. The product is: [CH2:21]([C:18]1[CH:17]=[CH:16][C:15]([CH2:14][N:11]2[CH2:10][CH2:9][C:8]([C:31]([OH:33])=[O:32])([C:6]([OH:7])=[O:5])[CH2:13][CH2:12]2)=[CH:20][CH:19]=1)[CH2:22][CH2:23][CH2:24][CH2:25][CH2:26][CH2:27][CH2:28][CH2:29][CH3:30]. (3) Given the reactants [C:1]([O:5][C:6]([N:8]1[CH2:12][C@H:11]2[CH2:13][N:14]([C:16]3[CH:17]=[N:18][CH:19]=[C:20]([CH:24]=3)[C:21](O)=[O:22])[CH2:15][C@H:10]2[CH2:9]1)=[O:7])([CH3:4])([CH3:3])[CH3:2].[F:25][C:26]([F:39])([F:38])[C:27]1[CH:28]=[C:29]([CH:31]=[C:32]([C:34]([F:37])([F:36])[F:35])[CH:33]=1)[NH2:30], predict the reaction product. The product is: [F:25][C:26]([F:38])([F:39])[C:27]1[CH:28]=[C:29]([NH:30][C:21]([C:20]2[CH:24]=[C:16]([N:14]3[CH2:15][C@@H:10]4[CH2:9][N:8]([C:6]([O:5][C:1]([CH3:4])([CH3:2])[CH3:3])=[O:7])[CH2:12][C@@H:11]4[CH2:13]3)[CH:17]=[N:18][CH:19]=2)=[O:22])[CH:31]=[C:32]([C:34]([F:35])([F:37])[F:36])[CH:33]=1. (4) Given the reactants Br[C:2]1[C:3]([N:22]2[CH2:26][CH2:25][CH2:24][CH2:23]2)=[N:4][CH:5]=[C:6]([CH:21]=1)[C:7]([NH:9][C:10]1[CH:15]=[CH:14][C:13]([O:16][C:17]([F:20])([F:19])[F:18])=[CH:12][CH:11]=1)=[O:8].[N:27]1[CH:32]=[C:31](B(O)O)[CH:30]=[N:29][CH:28]=1, predict the reaction product. The product is: [N:27]1[CH:32]=[C:31]([C:2]2[C:3]([N:22]3[CH2:26][CH2:25][CH2:24][CH2:23]3)=[N:4][CH:5]=[C:6]([CH:21]=2)[C:7]([NH:9][C:10]2[CH:15]=[CH:14][C:13]([O:16][C:17]([F:20])([F:19])[F:18])=[CH:12][CH:11]=2)=[O:8])[CH:30]=[N:29][CH:28]=1. (5) Given the reactants [F:1][C:2]1([F:15])[CH2:5][N:4]([C:6]2[CH:11]=[CH:10][C:9]([N+:12]([O-])=O)=[CH:8][N:7]=2)[CH2:3]1.[H][H], predict the reaction product. The product is: [NH2:12][C:9]1[CH:8]=[N:7][C:6]([N:4]2[CH2:5][C:2]([F:15])([F:1])[CH2:3]2)=[CH:11][CH:10]=1. (6) The product is: [OH:9][C@@H:10]([C@H:12]1[C:44](=[O:45])[N:14]2[C:15]([C:31]([O-:33])=[O:32])=[C:16]([C:19]3[S:23][C:22]4=[C:24]([S:28]([CH3:30])=[O:29])[N:25]([CH3:27])[CH:26]=[N+:21]4[CH:20]=3)[C@H:17]([CH3:18])[C@H:13]12)[CH3:11]. Given the reactants FC(F)(F)S([O-])(=O)=O.[OH:9][C@@H:10]([C@H:12]1[C:44](=[O:45])[N:14]2[C:15]([C:31]([O:33]CC3C=CC([N+]([O-])=O)=CC=3)=[O:32])=[C:16]([C:19]3[S:23][C:22]4=[C:24]([S:28]([CH3:30])=[O:29])[N:25]([CH3:27])[CH:26]=[N+:21]4[CH:20]=3)[C@H:17]([CH3:18])[C@H:13]12)[CH3:11].P([O-])([O-])([O-])=O.[H][H], predict the reaction product.